Dataset: Peptide-MHC class I binding affinity with 185,985 pairs from IEDB/IMGT. Task: Regression. Given a peptide amino acid sequence and an MHC pseudo amino acid sequence, predict their binding affinity value. This is MHC class I binding data. The peptide sequence is WPWNAREDV. The MHC is HLA-B58:01 with pseudo-sequence HLA-B58:01. The binding affinity (normalized) is 0.0847.